From a dataset of Full USPTO retrosynthesis dataset with 1.9M reactions from patents (1976-2016). Predict the reactants needed to synthesize the given product. (1) Given the product [CH2:1]([O:5][CH2:6][CH2:7][O:8][C:9]1[CH:10]=[CH:11][C:12]([C:15]2[CH:33]=[N:32][C:18]3[N:19]([CH2:29][CH2:30][CH3:31])[CH2:20][CH2:21][CH2:22][C:23]([C:25]([OH:27])=[O:26])=[CH:24][C:17]=3[CH:16]=2)=[CH:13][CH:14]=1)[CH2:2][CH2:3][CH3:4], predict the reactants needed to synthesize it. The reactants are: [CH2:1]([O:5][CH2:6][CH2:7][O:8][C:9]1[CH:14]=[CH:13][C:12]([C:15]2[CH:33]=[N:32][C:18]3[N:19]([CH2:29][CH2:30][CH3:31])[CH2:20][CH2:21][CH2:22][C:23]([C:25]([O:27]C)=[O:26])=[CH:24][C:17]=3[CH:16]=2)=[CH:11][CH:10]=1)[CH2:2][CH2:3][CH3:4].[OH-].[Na+].O.Cl. (2) Given the product [C:1]([O:9][CH2:10][CH2:11][CH2:12][N:13]1[C:21]2[C:16](=[CH:17][C:18]([CH2:24][C@H:25]([NH2:27])[CH3:26])=[CH:19][C:20]=2[C:22]#[N:23])[CH2:15][CH2:14]1)(=[O:8])[C:2]1[CH:3]=[CH:4][CH:5]=[CH:6][CH:7]=1, predict the reactants needed to synthesize it. The reactants are: [C:1]([O:9][CH2:10][CH2:11][CH2:12][N:13]1[C:21]2[C:16](=[CH:17][C:18]([CH2:24][CH:25]([NH2:27])[CH3:26])=[CH:19][C:20]=2[C:22]#[N:23])[CH2:15][CH2:14]1)(=[O:8])[C:2]1[CH:7]=[CH:6][CH:5]=[CH:4][CH:3]=1.C(O)(=O)[C@@H]([C@H](C(O)=O)O)O.C(=O)([O-])[O-].[Na+].[Na+]. (3) Given the product [NH2:20][C:4]1[CH:5]=[C:6]2[C:11](=[C:2]([Br:1])[CH:3]=1)[N:10]=[CH:9][C:8]([C:12]#[N:13])=[C:7]2[NH:14][CH:15]1[CH2:16][CH2:17][CH2:18][CH2:19]1, predict the reactants needed to synthesize it. The reactants are: [Br:1][C:2]1[CH:3]=[C:4]([N+:20]([O-])=O)[CH:5]=[C:6]2[C:11]=1[N:10]=[CH:9][C:8]([C:12]#[N:13])=[C:7]2[NH:14][CH:15]1[CH2:19][CH2:18][CH2:17][CH2:16]1.O.O.[Sn](Cl)(Cl)(Cl)Cl. (4) The reactants are: C(OC([N:8]1[CH2:13][CH:12]([CH3:14])[N:11]([CH2:15][C:16]2[CH:25]=[C:24]3[C:19]([C:20]([NH2:26])=[N:21][CH:22]=[N:23]3)=[CH:18][CH:17]=2)[C:10](=[O:27])[CH:9]1[CH2:28][CH2:29][CH3:30])=O)(C)(C)C.Cl. Given the product [NH2:26][C:20]1[C:19]2[C:24](=[CH:25][C:16]([CH2:15][N:11]3[CH:12]([CH3:14])[CH2:13][NH:8][CH:9]([CH2:28][CH2:29][CH3:30])[C:10]3=[O:27])=[CH:17][CH:18]=2)[N:23]=[CH:22][N:21]=1, predict the reactants needed to synthesize it. (5) Given the product [CH3:1][O:2][C:3](=[O:35])[CH2:4][CH2:9][C:10]12[CH2:15][CH2:14][C:13]([C:18]3[NH:26][C:25]4[C:24](=[O:27])[N:23]([CH2:28][CH2:29][CH3:30])[C:22](=[O:31])[N:21]([CH2:32][CH2:33][CH3:34])[C:20]=4[N:19]=3)([CH2:12][CH2:11]1)[CH2:16][CH2:17]2, predict the reactants needed to synthesize it. The reactants are: [CH3:1][O:2][C:3](=[O:35])[CH:4]([CH2:9][C:10]12[CH2:17][CH2:16][C:13]([C:18]3[NH:26][C:25]4[C:24](=[O:27])[N:23]([CH2:28][CH2:29][CH3:30])[C:22](=[O:31])[N:21]([CH2:32][CH2:33][CH3:34])[C:20]=4[N:19]=3)([CH2:14][CH2:15]1)[CH2:12][CH2:11]2)C(OC)=O.[OH-]. (6) Given the product [CH3:33][N:34]1[CH2:37][C:36]2([CH2:41][CH2:40][N:39]([CH2:2][C:3]3[CH:8]=[CH:7][C:6]([CH2:9][CH2:10][NH:11][C:12]([C:14]4[CH:19]=[CH:18][C:17]([C:20]5[CH:25]=[CH:24][C:23]([Cl:26])=[CH:22][CH:21]=5)=[CH:16][CH:15]=4)=[O:13])=[CH:5][CH:4]=3)[CH2:38]2)[CH2:35]1, predict the reactants needed to synthesize it. The reactants are: Br[CH2:2][C:3]1[CH:8]=[CH:7][C:6]([CH2:9][CH2:10][NH:11][C:12]([C:14]2[CH:19]=[CH:18][C:17]([C:20]3[CH:25]=[CH:24][C:23]([Cl:26])=[CH:22][CH:21]=3)=[CH:16][CH:15]=2)=[O:13])=[CH:5][CH:4]=1.C([O-])([O-])=O.[K+].[K+].[CH3:33][N:34]1[CH2:37][C:36]2([CH2:41][CH2:40][NH:39][CH2:38]2)[CH2:35]1.